From a dataset of CYP2C19 inhibition data for predicting drug metabolism from PubChem BioAssay. Regression/Classification. Given a drug SMILES string, predict its absorption, distribution, metabolism, or excretion properties. Task type varies by dataset: regression for continuous measurements (e.g., permeability, clearance, half-life) or binary classification for categorical outcomes (e.g., BBB penetration, CYP inhibition). Dataset: cyp2c19_veith. The compound is CCCC[C@@H]1C[C@H]1C(NC(=O)c1ccco1)c1ccccc1C(F)(F)F. The result is 1 (inhibitor).